The task is: Predict the product of the given reaction.. This data is from Forward reaction prediction with 1.9M reactions from USPTO patents (1976-2016). (1) Given the reactants CC(OC([N:8](C(OC(C)(C)C)=O)[N:9]([C:17]1[C:22]([F:23])=[C:21]([NH:24][CH:25]([CH3:27])[CH3:26])[N:20]=[C:19]([Cl:28])[N:18]=1)C(OC(C)(C)C)=O)=O)(C)C, predict the reaction product. The product is: [Cl:28][C:19]1[N:20]=[C:21]([NH:24][CH:25]([CH3:27])[CH3:26])[C:22]([F:23])=[C:17]([NH:9][NH2:8])[N:18]=1. (2) Given the reactants [Br:1][C:2]1[CH:3]=[C:4]2[N:12](S(C3C=CC(C)=CC=3)(=O)=O)[CH:11]=[CH:10][C:5]2=[N:6][C:7]=1[C:8]#[N:9].C1COCC1.[OH-].[Na+].Cl, predict the reaction product. The product is: [Br:1][C:2]1[CH:3]=[C:4]2[NH:12][CH:11]=[CH:10][C:5]2=[N:6][C:7]=1[C:8]#[N:9]. (3) Given the reactants [Cl:1][C:2]1[CH:7]=[CH:6][C:5]([N+:8]([O-])=O)=[CH:4][C:3]=1[C:11]1[O:12][C:13]2[CH:19]=[CH:18][C:17]([CH3:20])=[CH:16][C:14]=2[N:15]=1.S(S([O-])=O)([O-])=O.[Na+].[Na+], predict the reaction product. The product is: [NH2:8][C:5]1[CH:6]=[CH:7][C:2]([Cl:1])=[C:3]([C:11]2[O:12][C:13]3[CH:19]=[CH:18][C:17]([CH3:20])=[CH:16][C:14]=3[N:15]=2)[CH:4]=1. (4) Given the reactants [CH2:1](Br)[CH:2]=[CH2:3].[CH3:5][O:6][C:7]1[CH:8]=[C:9]2[C:14](=[CH:15][CH:16]=1)[C:13](=[O:17])[CH2:12][CH2:11][CH2:10]2.CC(C)([O-])C.[K+], predict the reaction product. The product is: [CH2:3]([CH:12]1[CH2:11][CH2:10][C:9]2[C:14](=[CH:15][CH:16]=[C:7]([O:6][CH3:5])[CH:8]=2)[C:13]1=[O:17])[CH:2]=[CH2:1]. (5) Given the reactants [NH2:1][C:2]1[NH:6][N:5]=[C:4]([NH:7][C:8]2[CH:13]=[CH:12][C:11]([C:14]([CH3:17])([CH3:16])[CH3:15])=[CH:10][CH:9]=2)[C:3]=1[C:18]([NH2:20])=[O:19].[OH:21][C:22]1[CH:29]=[CH:28][C:25]([CH:26]=O)=[CH:24][CH:23]=1, predict the reaction product. The product is: [C:14]([C:11]1[CH:10]=[CH:9][C:8]([NH:7][C:4]2[C:3]([C:18]([NH2:20])=[O:19])=[C:2]([N:1]=[CH:26][C:25]3[CH:28]=[CH:29][C:22]([OH:21])=[CH:23][CH:24]=3)[NH:6][N:5]=2)=[CH:13][CH:12]=1)([CH3:17])([CH3:15])[CH3:16]. (6) Given the reactants [CH3:1][O:2][C:3]1[CH:4]=[C:5]([CH2:20][CH2:21][C:22](OCC)=[O:23])[CH:6]=[CH:7][C:8]=1[N:9]([CH3:19])[C:10]1[CH:15]=[CH:14][C:13]([N+:16]([O-:18])=[O:17])=[CH:12][N:11]=1.[OH-].[Na+].Cl.[CH2:30]([N:40]1[CH2:45][CH2:44][NH:43][CH2:42][CH2:41]1)[C:31]1[CH:39]=[CH:38][C:37]2[O:36][CH2:35][O:34][C:33]=2[CH:32]=1, predict the reaction product. The product is: [CH3:1][O:2][C:3]1[CH:4]=[C:5]([CH2:20][CH2:21][C:22]([N:43]2[CH2:44][CH2:45][N:40]([CH2:30][C:31]3[CH:39]=[CH:38][C:37]4[O:36][CH2:35][O:34][C:33]=4[CH:32]=3)[CH2:41][CH2:42]2)=[O:23])[CH:6]=[CH:7][C:8]=1[N:9]([CH3:19])[C:10]1[CH:15]=[CH:14][C:13]([N+:16]([O-:18])=[O:17])=[CH:12][N:11]=1. (7) Given the reactants [Cl-].[C:2]([CH2:5][CH:6]1[C:14]2[C:9](=[CH:10][CH:11]=[C:12]([O:15][CH3:16])[CH:13]=2)[CH:8]([NH3+:17])[CH2:7]1)(O)=[O:3].COS(C1C=CC(C)=CC=1)(=O)=O.C1(N=C=NCCN2CCOCC2)CCCCC1, predict the reaction product. The product is: [CH3:16][O:15][C:12]1[CH:13]=[C:14]2[C:9](=[CH:10][CH:11]=1)[CH:8]1[CH2:7][CH:6]2[CH2:5][C:2](=[O:3])[NH:17]1.